From a dataset of CYP2D6 inhibition data for predicting drug metabolism from PubChem BioAssay. Regression/Classification. Given a drug SMILES string, predict its absorption, distribution, metabolism, or excretion properties. Task type varies by dataset: regression for continuous measurements (e.g., permeability, clearance, half-life) or binary classification for categorical outcomes (e.g., BBB penetration, CYP inhibition). Dataset: cyp2d6_veith. (1) The drug is Cc1ccc(CNC(=O)C2(NC(=O)Nc3ccc(C)cc3)CCCCC2)cc1. The result is 0 (non-inhibitor). (2) The drug is COc1ccc(-c2nc(CS(=O)(=O)CC(=O)NCCc3cc(OC)ccc3OC)c(C)o2)cc1. The result is 1 (inhibitor). (3) The compound is COC(/C=C/Nc1ccc(Br)cc1)=C(C#N)C#N. The result is 1 (inhibitor). (4) The drug is CCn1cc(C(=O)O)c(=O)c2cnc(N3CCCC3)nc21. The result is 0 (non-inhibitor). (5) The molecule is C/C(=N\OC(=O)c1cccc(C)c1)c1sc(-c2ccccc2)nc1C. The result is 0 (non-inhibitor).